From a dataset of CYP1A2 inhibition data for predicting drug metabolism from PubChem BioAssay. Regression/Classification. Given a drug SMILES string, predict its absorption, distribution, metabolism, or excretion properties. Task type varies by dataset: regression for continuous measurements (e.g., permeability, clearance, half-life) or binary classification for categorical outcomes (e.g., BBB penetration, CYP inhibition). Dataset: cyp1a2_veith. (1) The result is 1 (inhibitor). The drug is CCOC(=O)c1nnn(-c2nonc2N)c1-c1ccccc1. (2) The compound is NC1(C(=O)NC2(C(=O)O)CCCC2)CCCC1. The result is 0 (non-inhibitor). (3) The result is 0 (non-inhibitor). The molecule is CC(=O)NC(C)C(c1cccs1)N1CCN(c2ccccc2)CC1. (4) The compound is CC1(C)Cc2c(sc3nc(-c4ccccc4)n(N)c(=O)c23)CO1. The result is 1 (inhibitor).